Task: Predict which catalyst facilitates the given reaction.. Dataset: Catalyst prediction with 721,799 reactions and 888 catalyst types from USPTO (1) The catalyst class is: 3. Product: [Cl:18][C:19]1[N:24]=[C:23]([NH:1][C:2]2[CH:11]=[CH:10][CH:9]=[CH:8][C:3]=2[C:4]([NH:6][CH3:7])=[O:5])[C:22]([Cl:26])=[CH:21][N:20]=1. Reactant: [NH2:1][C:2]1[CH:11]=[CH:10][CH:9]=[CH:8][C:3]=1[C:4]([NH:6][CH3:7])=[O:5].C(=O)([O-])[O-].[K+].[K+].[Cl:18][C:19]1[N:24]=[C:23](Cl)[C:22]([Cl:26])=[CH:21][N:20]=1. (2) Product: [Cl:1][C:2]1[C:7]([Cl:8])=[CH:6][CH:5]=[CH:4][C:3]=1[CH:9]([NH:17][C:20]1[CH2:21][CH2:22][CH2:23][N:24]=1)[CH2:10][C:11]1[CH:12]=[N:13][CH:14]=[CH:15][CH:16]=1. The catalyst class is: 130. Reactant: [Cl:1][C:2]1[C:7]([Cl:8])=[CH:6][CH:5]=[CH:4][C:3]=1[CH:9]([NH2:17])[CH2:10][C:11]1[CH:12]=[N:13][CH:14]=[CH:15][CH:16]=1.CO[C:20]1[CH2:21][CH2:22][CH2:23][N:24]=1. (3) Reactant: CCN(C(C)C)C(C)C.[OH:10][C:11]1[CH:12]=[CH:13][CH:14]=[C:15]2[C:20]=1[O:19][C:18](=[O:21])[C:17]([C:22]([OH:24])=O)=[CH:16]2.CN(C(ON1N=NC2C=CC=NC1=2)=[N+](C)C)C.F[P-](F)(F)(F)(F)F.[CH2:49]([O:51][C:52]1[CH:57]=[CH:56][C:55]([C:58]2[CH:63]=[CH:62][CH:61]=[C:60]([NH2:64])[CH:59]=2)=[CH:54][C:53]=1[CH3:65])[CH3:50]. Product: [CH2:49]([O:51][C:52]1[CH:57]=[CH:56][C:55]([C:58]2[CH:63]=[CH:62][CH:61]=[C:60]([NH:64][C:22]([C:17]3[C:18](=[O:21])[O:19][C:20]4[C:15]([CH:16]=3)=[CH:14][CH:13]=[CH:12][C:11]=4[OH:10])=[O:24])[CH:59]=2)=[CH:54][C:53]=1[CH3:65])[CH3:50]. The catalyst class is: 3. (4) Reactant: [C:1]([C:3](=[C:9]([S:12][CH3:13])SC)[C:4]([O:6][CH2:7][CH3:8])=[O:5])#[N:2].[NH:14]1[CH2:18][CH2:17][CH2:16][CH2:15]1. Product: [C:1](/[C:3](=[C:9](/[S:12][CH3:13])\[N:14]1[CH2:18][CH2:17][CH2:16][CH2:15]1)/[C:4]([O:6][CH2:7][CH3:8])=[O:5])#[N:2]. The catalyst class is: 115. (5) Reactant: O[CH2:2][CH2:3][CH2:4][CH2:5][CH2:6][CH2:7][CH2:8][CH2:9][CH2:10][CH2:11][CH2:12][C:13]([O:15][CH2:16][CH3:17])=[O:14].C1C=CC(P(C2C=CC=CC=2)C2C=CC=CC=2)=CC=1.C1C(=O)N([Br:44])C(=O)C1. Product: [Br:44][CH2:2][CH2:3][CH2:4][CH2:5][CH2:6][CH2:7][CH2:8][CH2:9][CH2:10][CH2:11][CH2:12][C:13]([O:15][CH2:16][CH3:17])=[O:14]. The catalyst class is: 4. (6) Reactant: [OH:1][CH:2]([C:22]1[CH:27]=[CH:26][C:25]([C:28]([F:31])([F:30])[F:29])=[CH:24][CH:23]=1)[C:3]1[CH:8]=[CH:7][N:6]=[CH:5][C:4]=1[CH2:9][CH2:10][N:11]1[C:19](=[O:20])[C:18]2[C:13](=[CH:14][CH:15]=[CH:16][CH:17]=2)[C:12]1=[O:21]. Product: [F:31][C:28]([F:29])([F:30])[C:25]1[CH:26]=[CH:27][C:22]([C:2]([C:3]2[CH:8]=[CH:7][N:6]=[CH:5][C:4]=2[CH2:9][CH2:10][N:11]2[C:12](=[O:21])[C:13]3[C:18](=[CH:17][CH:16]=[CH:15][CH:14]=3)[C:19]2=[O:20])=[O:1])=[CH:23][CH:24]=1. The catalyst class is: 177. (7) Reactant: Br[C:2]1[CH:3]=[C:4]([CH:8]=[C:9]([N:11]2[C:19]3[C:14](=[CH:15][C:16]([F:20])=[CH:17][CH:18]=3)[C@@:13]3([CH2:22][C@@:21]3([C:26]3[CH:31]=[CH:30][C:29]([Cl:32])=[CH:28][CH:27]=3)[CH:23]([CH3:25])[CH3:24])[C:12]2=[O:33])[CH:10]=1)[C:5]([O-:7])=[O:6].O[Li].[OH2:36]. Product: [Cl:32][C:29]1[CH:30]=[CH:31][C:26]([C@:21]2([CH:23]([CH3:24])[CH3:25])[C@:13]3([C:14]4[C:19](=[CH:18][CH:17]=[C:16]([F:20])[CH:15]=4)[N:11]([C:9]4[CH:8]=[C:4]([CH:3]=[C:2]([N:11]5[CH2:9][CH2:8][O:36][C:12]5=[O:33])[CH:10]=4)[C:5]([OH:7])=[O:6])[C:12]3=[O:33])[CH2:22]2)=[CH:27][CH:28]=1. The catalyst class is: 24.